Dataset: Full USPTO retrosynthesis dataset with 1.9M reactions from patents (1976-2016). Task: Predict the reactants needed to synthesize the given product. (1) The reactants are: [F:1][C:2]1[CH:7]=[CH:6][C:5]([N:8]2[C:16]3[C:11](=[CH:12][C:13](/[C:17](=[CH:25]\[CH:26]([CH3:28])[CH3:27])/[C:18]([CH3:24])([CH3:23])[C:19]([O:21]C)=[O:20])=[CH:14][CH:15]=3)[CH:10]=[N:9]2)=[CH:4][CH:3]=1.CS(C)=O.[OH-].[Na+]. Given the product [F:1][C:2]1[CH:3]=[CH:4][C:5]([N:8]2[C:16]3[C:11](=[CH:12][C:13](/[C:17](=[CH:25]\[CH:26]([CH3:28])[CH3:27])/[C:18]([CH3:23])([CH3:24])[C:19]([OH:21])=[O:20])=[CH:14][CH:15]=3)[CH:10]=[N:9]2)=[CH:6][CH:7]=1, predict the reactants needed to synthesize it. (2) Given the product [C:1]1([C:7]2[NH:8][CH:9]=[CH:10][C:11]=2[C:12]([N:28]2[CH2:27][CH2:26][N:25]([C:21]3[CH:20]=[C:19]([CH:24]=[CH:23][CH:22]=3)[C:17]#[N:18])[CH2:30][CH2:29]2)=[O:14])[CH:2]=[CH:3][CH:4]=[CH:5][CH:6]=1, predict the reactants needed to synthesize it. The reactants are: [C:1]1([C:7]2[NH:8][CH:9]=[CH:10][C:11]=2[C:12]([OH:14])=O)[CH:6]=[CH:5][CH:4]=[CH:3][CH:2]=1.Cl.Cl.[C:17]([C:19]1[CH:20]=[C:21]([N:25]2[CH2:30][CH2:29][NH:28][CH2:27][CH2:26]2)[CH:22]=[CH:23][CH:24]=1)#[N:18].Cl.CN(C)CCCN=C=NCC.O.ON1C2C=CC=CC=2N=N1. (3) Given the product [Br:1][C:2]1[C:3]([F:13])=[CH:4][C:5]([O:11][CH3:12])=[C:6]([CH:7]=1)[NH2:8], predict the reactants needed to synthesize it. The reactants are: [Br:1][C:2]1[CH:7]=[C:6]([N+:8]([O-])=O)[C:5]([O:11][CH3:12])=[CH:4][C:3]=1[F:13].[Cl-].[NH4+]. (4) Given the product [Cl:1][C:2]1[CH:7]=[CH:6][CH:5]=[C:4]([F:8])[C:3]=1[C:9]1[NH:13][C:12](=[O:14])[N:11]([C:15]2[CH:23]=[CH:22][C:18]([C:19]([NH:66][C:63]3([C:58]4[CH:59]=[CH:60][CH:61]=[CH:62][C:57]=4[C:56]([F:55])([F:67])[F:68])[CH2:65][CH2:64]3)=[O:21])=[CH:17][CH:16]=2)[N:10]=1, predict the reactants needed to synthesize it. The reactants are: [Cl:1][C:2]1[CH:7]=[CH:6][CH:5]=[C:4]([F:8])[C:3]=1[C:9]1[NH:13][C:12](=[O:14])[N:11]([C:15]2[CH:23]=[CH:22][C:18]([C:19]([OH:21])=O)=[CH:17][CH:16]=2)[N:10]=1.C(N(C(C)C)CC)(C)C.CN(C(ON1N=NC2C=CC=CC1=2)=[N+](C)C)C.[B-](F)(F)(F)F.[F:55][C:56]([F:68])([F:67])[C:57]1[CH:62]=[CH:61][CH:60]=[CH:59][C:58]=1[C:63]1([NH2:66])[CH2:65][CH2:64]1. (5) Given the product [ClH:24].[O:1]1[C:5]2[CH:6]=[CH:7][C:8]([S:10]([C:13]3[CH:23]=[CH:22][C:16]([CH2:17][NH2:18])=[CH:15][CH:14]=3)(=[O:12])=[O:11])=[CH:9][C:4]=2[O:3][CH2:2]1, predict the reactants needed to synthesize it. The reactants are: [O:1]1[C:5]2[CH:6]=[CH:7][C:8]([S:10]([C:13]3[CH:23]=[CH:22][C:16]([CH2:17][NH:18]C(=O)C)=[CH:15][CH:14]=3)(=[O:12])=[O:11])=[CH:9][C:4]=2[O:3][CH2:2]1.[ClH:24]. (6) Given the product [NH2:53][C:51]1[N:50]=[CH:49][N:48]=[C:47]2[N:46]([C@@H:61]3[CH2:62][CH2:57][CH2:58][N:59]([C:63]([O:65][C:66]([CH3:69])([CH3:68])[CH3:67])=[O:64])[CH2:60]3)[N:45]=[C:44]([C:41]3[CH:40]=[CH:39][C:38]([O:37][C:36]4[CH:54]=[CH:55][C:33]([F:32])=[CH:34][CH:35]=4)=[CH:43][CH:42]=3)[C:52]=12, predict the reactants needed to synthesize it. The reactants are: C1(P(C2C=CC=CC=2)C2C=CC=CC=2)C=CC=CC=1.CCOC(/N=N/C(OCC)=O)=O.[F:32][C:33]1[CH:55]=[CH:54][C:36]([O:37][C:38]2[CH:43]=[CH:42][C:41]([C:44]3[C:52]4[C:47](=[N:48][CH:49]=[N:50][C:51]=4[NH2:53])[NH:46][N:45]=3)=[CH:40][CH:39]=2)=[CH:35][CH:34]=1.O[C@H:57]1[CH2:62][CH2:61][CH2:60][N:59]([C:63]([O:65][C:66]([CH3:69])([CH3:68])[CH3:67])=[O:64])[CH2:58]1. (7) Given the product [C:33]1([C:39]2[CH:44]=[C:43]([C:45]3[CH:50]=[CH:49][CH:48]=[CH:47][CH:46]=3)[N:42]=[C:41]([NH:51][C:13](=[O:15])[CH2:12][CH2:11][C:10]([C:6]3[CH:7]=[CH:8][CH:9]=[C:4]([O:3][CH2:1][CH3:2])[CH:5]=3)=[O:18])[CH:40]=2)[CH:38]=[CH:37][CH:36]=[CH:35][CH:34]=1, predict the reactants needed to synthesize it. The reactants are: [CH2:1]([O:3][C:4]1[CH:5]=[C:6]([C:10]([O:18]C)(OC)[CH2:11][CH2:12][C:13]([O-:15])=O)[CH:7]=[CH:8][CH:9]=1)[CH3:2].[K+].ClC1C=C(Cl)C=C(Cl)C=1C(Cl)=O.[C:33]1([C:39]2[CH:44]=[C:43]([C:45]3[CH:50]=[CH:49][CH:48]=[CH:47][CH:46]=3)[N:42]=[C:41]([NH2:51])[CH:40]=2)[CH:38]=[CH:37][CH:36]=[CH:35][CH:34]=1.Cl. (8) Given the product [CH3:2][CH:1]1[C:3]2=[N:15][C:6]3[CH:7]=[N:8][C:9]4[C:14]([C:5]=3[N:4]2[C@@H:16]([CH3:19])[CH2:17][O:18]1)=[CH:13][CH:12]=[CH:11][CH:10]=4, predict the reactants needed to synthesize it. The reactants are: [CH2:1]([C:3]1[N:4]([C@@H:16]([CH3:19])[CH2:17][OH:18])[C:5]2[C:14]3[CH:13]=[CH:12][CH:11]=[CH:10][C:9]=3[N:8]=[CH:7][C:6]=2[N:15]=1)[CH3:2].BrN1C(=O)CCC1=O.C(Cl)(Cl)Cl. (9) Given the product [CH3:84][C:72]1[CH:71]=[C:70]([O:69][C:67]2[CH:66]=[CH:65][N:64]=[C:63]([NH:6][C:5]3[CH:7]=[C:8]([O:12][CH3:13])[C:9]([O:10][CH3:11])=[C:3]([O:2][CH3:1])[CH:4]=3)[CH:68]=2)[C:75]([C:76]2[CH:81]=[CH:80][CH:79]=[C:78]([CH3:82])[N:77]=2)=[N:74][C:73]=1[CH3:83], predict the reactants needed to synthesize it. The reactants are: [CH3:1][O:2][C:3]1[CH:4]=[C:5]([CH:7]=[C:8]([O:12][CH3:13])[C:9]=1[O:10][CH3:11])[NH2:6].CC1(C)C2C(=C(P(C3C=CC=CC=3)C3C=CC=CC=3)C=CC=2)OC2C(P(C3C=CC=CC=3)C3C=CC=CC=3)=CC=CC1=2.C([O-])([O-])=O.[Cs+].[Cs+].Cl[C:63]1[CH:68]=[C:67]([O:69][C:70]2[CH:71]=[C:72]([CH3:84])[C:73]([CH3:83])=[N:74][C:75]=2[C:76]2[CH:81]=[CH:80][CH:79]=[C:78]([CH3:82])[N:77]=2)[CH:66]=[CH:65][N:64]=1. (10) Given the product [CH3:1][C:2]1[CH:3]=[C:4]2[C:9](=[CH:10][CH:11]=1)[N:8]1[CH:12]=[N:13][C:14]([CH:15]=[O:16])=[C:7]1[CH2:6][CH2:5]2, predict the reactants needed to synthesize it. The reactants are: [CH3:1][C:2]1[CH:3]=[C:4]2[C:9](=[CH:10][CH:11]=1)[N:8]1[CH:12]=[N:13][C:14]([C:15](OCC)=[O:16])=[C:7]1[CH2:6][CH2:5]2.[H-].C([Al+]CC(C)C)C(C)C.CO.C(O)(=O)CC(CC(O)=O)(C(O)=O)O.